This data is from Forward reaction prediction with 1.9M reactions from USPTO patents (1976-2016). The task is: Predict the product of the given reaction. (1) Given the reactants [CH3:1][C:2]1[N:3]([CH:13]([CH2:19][CH:20]=[CH2:21])[C:14]([O:16]CC)=[O:15])[C:4]([CH:11]=[CH2:12])=[C:5]([C:7]([F:10])([F:9])[F:8])[N:6]=1.[OH-].[Na+].Cl, predict the reaction product. The product is: [CH3:1][C:2]1[N:3]([CH:13]([CH2:19][CH:20]=[CH2:21])[C:14]([OH:16])=[O:15])[C:4]([CH:11]=[CH2:12])=[C:5]([C:7]([F:8])([F:9])[F:10])[N:6]=1. (2) The product is: [CH3:1][O:2][CH2:3][C@H:4]([CH3:31])[O:5][C:6]1[CH:7]=[C:8]([C:23]2[NH:27][C:26](/[C:28](=[N:33]/[OH:34])/[CH3:29])=[CH:25][CH:24]=2)[CH:9]=[C:10]([O:12][C:13]2[CH:18]=[CH:17][C:16]([S:19]([CH3:22])(=[O:21])=[O:20])=[CH:15][CH:14]=2)[CH:11]=1. Given the reactants [CH3:1][O:2][CH2:3][C@H:4]([CH3:31])[O:5][C:6]1[CH:7]=[C:8]([C:23]2[NH:27][C:26]([C:28](=O)[CH3:29])=[CH:25][CH:24]=2)[CH:9]=[C:10]([O:12][C:13]2[CH:18]=[CH:17][C:16]([S:19]([CH3:22])(=[O:21])=[O:20])=[CH:15][CH:14]=2)[CH:11]=1.Cl.[NH2:33][OH:34].C([O-])(=O)C.[Na+], predict the reaction product. (3) Given the reactants [C:1]([O:5][C:6](=[O:18])[NH:7][C:8]1[CH:13]=[CH:12][C:11]([CH:14]2[CH2:16][CH2:15]2)=[CH:10][C:9]=1[NH2:17])([CH3:4])([CH3:3])[CH3:2].[N:19]1([C:24]2[CH:25]=[C:26]([C:30]3[O:35]C(C)(C)[O:33][C:32](=O)[CH:31]=3)[CH:27]=[CH:28][CH:29]=2)[CH:23]=[CH:22][N:21]=[CH:20]1, predict the reaction product. The product is: [C:1]([O:5][C:6](=[O:18])[NH:7][C:8]1[CH:13]=[CH:12][C:11]([CH:14]2[CH2:16][CH2:15]2)=[CH:10][C:9]=1[NH:17][C:32](=[O:33])[CH2:31][C:30]([C:26]1[CH:27]=[CH:28][CH:29]=[C:24]([N:19]2[CH:23]=[CH:22][N:21]=[CH:20]2)[CH:25]=1)=[O:35])([CH3:4])([CH3:2])[CH3:3]. (4) The product is: [C:1]([O:4][CH:5]1[C:6]([O:54][CH3:55])([CH3:53])[CH2:7][CH2:8][CH:9]([O:47][CH:48]([O:50][CH2:51][CH3:52])[CH3:49])[CH2:10][C:11]([O:13][CH:14](/[C:19](/[CH3:46])=[CH:20]/[CH:21]=[CH:22]/[C:23]([O:40][CH:41]([O:43][CH2:44][CH3:45])[CH3:42])([CH3:39])[CH2:24][CH:25]2[O:38][CH:26]2[CH:27]([CH3:37])[CH:28]([O:31][CH:32]([O:34][CH2:35][CH3:36])[CH3:33])[CH2:29][CH3:30])[CH:15]([CH3:18])[CH:16]=[CH:17]1)=[O:12])(=[O:3])[CH3:2]. Given the reactants [C:1]([O:4][CH:5]1[C:6]([OH:54])([CH3:53])[CH2:7][CH2:8][CH:9]([O:47][CH:48]([O:50][CH2:51][CH3:52])[CH3:49])[CH2:10][C:11]([O:13][CH:14](/[C:19](/[CH3:46])=[CH:20]/[CH:21]=[CH:22]/[C:23]([O:40][CH:41]([O:43][CH2:44][CH3:45])[CH3:42])([CH3:39])[CH2:24][CH:25]2[O:38][CH:26]2[CH:27]([CH3:37])[CH:28]([O:31][CH:32]([O:34][CH2:35][CH3:36])[CH3:33])[CH2:29][CH3:30])[CH:15]([CH3:18])[CH:16]=[CH:17]1)=[O:12])(=[O:3])[CH3:2].[CH3:55]N(C1C2C(=CC=CC=2N(C)C)C=CC=1)C.FC(F)(F)S(OC)(=O)=O, predict the reaction product. (5) Given the reactants [CH:1]1([C:7](=O)[CH2:8][C:9]2[CH:13]=[CH:12][S:11][CH:10]=2)[CH2:6][CH2:5][CH2:4][CH2:3][CH2:2]1.[CH2:15]([O:17][C:18]1[CH:19]=[C:20]([CH:23]=[C:24]([N+:27]([O-:29])=[O:28])[C:25]=1[OH:26])[CH:21]=O)[CH3:16].[NH2:30][C:31]([NH2:33])=[O:32].Cl, predict the reaction product. The product is: [CH:1]1([C:7]2[NH:33][C:31](=[O:32])[NH:30][CH:21]([C:20]3[CH:23]=[C:24]([N+:27]([O-:29])=[O:28])[C:25]([OH:26])=[C:18]([O:17][CH2:15][CH3:16])[CH:19]=3)[C:8]=2[C:9]2[CH:13]=[CH:12][S:11][CH:10]=2)[CH2:6][CH2:5][CH2:4][CH2:3][CH2:2]1. (6) Given the reactants [N:1]1([S:11]([C:14]2[CH:15]=[C:16]([NH:20][C:21]([NH:23][C:24]3[S:28][C:27]([C:29]([O:31][CH2:32][CH3:33])=[O:30])=[C:26]([CH3:34])[C:25]=3[C:35](OCC)=[O:36])=[O:22])[CH:17]=[CH:18][CH:19]=2)(=[O:13])=[O:12])[C:10]2[C:5](=[CH:6][CH:7]=[CH:8][CH:9]=2)[CH2:4][CH2:3][CH2:2]1.C[O-].[Na+], predict the reaction product. The product is: [N:1]1([S:11]([C:14]2[CH:15]=[C:16]([N:20]3[C:35](=[O:36])[C:25]4[C:26]([CH3:34])=[C:27]([C:29]([O:31][CH2:32][CH3:33])=[O:30])[S:28][C:24]=4[NH:23][C:21]3=[O:22])[CH:17]=[CH:18][CH:19]=2)(=[O:13])=[O:12])[C:10]2[C:5](=[CH:6][CH:7]=[CH:8][CH:9]=2)[CH2:4][CH2:3][CH2:2]1.[N:1]1([S:11]([C:14]2[CH:15]=[C:16]([N:20]3[C:35](=[O:36])[C:25]4[C:26]([CH3:34])=[C:27]([C:29]([OH:31])=[O:30])[S:28][C:24]=4[NH:23][C:21]3=[O:22])[CH:17]=[CH:18][CH:19]=2)(=[O:13])=[O:12])[C:10]2[C:5](=[CH:6][CH:7]=[CH:8][CH:9]=2)[CH2:4][CH2:3][CH2:2]1. (7) Given the reactants CO[C:3]1[CH:8]=[CH:7][C:6]([NH:9][S:10]([C:13]2[CH:18]=[CH:17][C:16]([N+:19]([O-:21])=[O:20])=[CH:15][CH:14]=2)(=[O:12])=[O:11])=[CH:5][CH:4]=1.C([Li])CCC.[Br:27][C:28]1[CH:29]=[CH:30][C:31]2[N:32]([CH2:42][CH:43]3[CH2:45][O:44]3)[C:33]3[C:38]([C:39]=2[CH:40]=1)=[CH:37][C:36]([Br:41])=[CH:35][CH:34]=3.C[CH2:47][O:48]C(C)=O, predict the reaction product. The product is: [Br:27][C:28]1[CH:29]=[CH:30][C:31]2[N:32]([CH2:42][CH:43]([OH:44])[CH2:45][N:9]([C:6]3[CH:5]=[CH:4][CH:3]=[C:8]([O:48][CH3:47])[CH:7]=3)[S:10]([C:13]3[CH:14]=[CH:15][C:16]([N+:19]([O-:21])=[O:20])=[CH:17][CH:18]=3)(=[O:11])=[O:12])[C:33]3[C:38]([C:39]=2[CH:40]=1)=[CH:37][C:36]([Br:41])=[CH:35][CH:34]=3. (8) The product is: [CH3:1][N:2]([C:7]1[CH:8]=[CH:9][C:10]([C:13]2[CH:18]=[CH:17][N:16]=[C:15]3[NH:19][C:20]([CH3:22])=[CH:21][C:14]=23)=[CH:11][CH:12]=1)[S:3]([CH3:6])(=[O:4])=[O:5]. Given the reactants [CH3:1][N:2]([C:7]1[CH:12]=[CH:11][C:10]([C:13]2[CH:18]=[CH:17][N:16]=[C:15]3[N:19](S(C4C=CC=CC=4)(=O)=O)[C:20]([CH3:22])=[CH:21][C:14]=23)=[CH:9][CH:8]=1)[S:3]([CH3:6])(=[O:5])=[O:4].[OH-].[Na+].O, predict the reaction product. (9) Given the reactants O[Li].O.[Br:4][C:5]1[CH:6]=[CH:7][C:8]2[N:9]([CH2:19][CH:20]3[O:24]C(=O)[N:22]([C:26]4[CH:27]=[N:28][CH:29]=[CH:30][CH:31]=4)[CH2:21]3)[C:10]3[C:15]([C:16]=2[CH:17]=1)=[CH:14][C:13]([Br:18])=[CH:12][CH:11]=3, predict the reaction product. The product is: [Br:18][C:13]1[CH:12]=[CH:11][C:10]2[N:9]([CH2:19][CH:20]([OH:24])[CH2:21][NH:22][C:26]3[CH:27]=[N:28][CH:29]=[CH:30][CH:31]=3)[C:8]3[C:16]([C:15]=2[CH:14]=1)=[CH:17][C:5]([Br:4])=[CH:6][CH:7]=3. (10) Given the reactants C([O:4][C:5]1[CH:10]=[CH:9][C:8]([C:11]2[CH:16]=[CH:15][CH:14]=[CH:13][CH:12]=2)=[CH:7][CH:6]=1)C=C.CN(C)[C:19]1[CH:24]=CC=C[CH:20]=1, predict the reaction product. The product is: [CH2:24]([C:10]1[CH:9]=[C:8]([C:11]2[CH:12]=[CH:13][CH:14]=[CH:15][CH:16]=2)[CH:7]=[CH:6][C:5]=1[OH:4])[CH:19]=[CH2:20].